Dataset: Full USPTO retrosynthesis dataset with 1.9M reactions from patents (1976-2016). Task: Predict the reactants needed to synthesize the given product. (1) Given the product [Br:1][C:2]1[C:10]2[N:9]=[C:8]([S:11][C:14]3[C:22]4[NH:23][C:24](=[O:26])[NH:25][C:21]=4[CH:20]=[C:19]([C:27]([OH:29])=[O:28])[CH:18]=3)[NH:7][C:6]=2[CH:5]=[C:4]([F:15])[CH:3]=1, predict the reactants needed to synthesize it. The reactants are: [Br:1][C:2]1[C:10]2[N:9]=[C:8]([S:11]([CH3:14])(=O)=O)[NH:7][C:6]=2[CH:5]=[C:4]([F:15])[CH:3]=1.SC1[C:22]2[NH:23][C:24](=[O:26])[NH:25][C:21]=2[CH:20]=[C:19]([C:27]([OH:29])=[O:28])[CH:18]=1. (2) The reactants are: Cl[C:2]1[N:3]=[C:4]([NH:12][CH:13]2[CH2:18][CH2:17][CH2:16][CH2:15][CH2:14]2)[C:5]2[S:10][CH:9]=[C:8]([CH3:11])[C:6]=2[N:7]=1.[CH2:19]([NH:22][CH2:23][CH:24]=[CH2:25])[CH:20]=[CH2:21].C(=O)([O-])O.[Na+]. Given the product [CH2:19]([N:22]([CH2:23][CH:24]=[CH2:25])[C:2]1[N:3]=[C:4]([NH:12][CH:13]2[CH2:18][CH2:17][CH2:16][CH2:15][CH2:14]2)[C:5]2[S:10][CH:9]=[C:8]([CH3:11])[C:6]=2[N:7]=1)[CH:20]=[CH2:21], predict the reactants needed to synthesize it. (3) Given the product [N:31]1[CH:30]=[CH:29][CH:15]=[CH:16][C:11]=1[S:10][C:9]1[CH:3]=[CH:4][C:5]([NH2:6])=[CH:7][CH:8]=1, predict the reactants needed to synthesize it. The reactants are: FC(F)(F)[C:3]1[CH:4]=[C:5]([CH:7]=[CH:8][C:9]=1[S:10][C:11]1[CH:16]=[CH:15]N=CC=1)[NH2:6].FC(F)(F)C1C=C([N+]([O-])=O)C=CC=1SC1C=C[N:31]=[CH:30][CH:29]=1.C(O)(=O)C.[OH-].[Na+]. (4) Given the product [F:1][C:2]1[C:3]([CH2:9][N:10]2[C:14]3=[N:15][CH:16]=[C:17]([F:19])[CH:18]=[C:13]3[C:12]([C:20]3[N:21]=[N:22][C:23]4[C:28]([CH3:29])([CH3:30])[C:27](=[O:31])[NH:26][C:24]=4[N:25]=3)=[N:11]2)=[N:4][CH:5]=[C:6]([F:8])[CH:7]=1, predict the reactants needed to synthesize it. The reactants are: [F:1][C:2]1[C:3]([CH2:9][N:10]2[C:14]3=[N:15][CH:16]=[C:17]([F:19])[CH:18]=[C:13]3[C:12]([C:20]3[N:21]=[N:22][C:23]4[C:28]([CH3:30])([CH3:29])[C:27](=[O:31])[N:26](COCC[Si](C)(C)C)[C:24]=4[N:25]=3)=[N:11]2)=[N:4][CH:5]=[C:6]([F:8])[CH:7]=1.FC(F)(F)C(O)=O. (5) Given the product [CH:1]1([CH2:4][N:5]2[CH2:10][CH2:9][N:8]([C:11]3[CH:12]=[C:13]4[C:18](=[CH:19][CH:20]=3)[N:17]=[CH:16][N:15]([C:21]3[CH:22]=[C:23]([CH:27]=[CH:28][C:29]=3[CH3:30])[C:24]([NH:32][C:33]3[CH:37]=[CH:36][O:35][N:34]=3)=[O:25])[C:14]4=[O:31])[CH2:7][CH2:6]2)[CH2:2][CH2:3]1, predict the reactants needed to synthesize it. The reactants are: [CH:1]1([CH2:4][N:5]2[CH2:10][CH2:9][N:8]([C:11]3[CH:12]=[C:13]4[C:18](=[CH:19][CH:20]=3)[N:17]=[CH:16][N:15]([C:21]3[CH:22]=[C:23]([CH:27]=[CH:28][C:29]=3[CH3:30])[C:24](O)=[O:25])[C:14]4=[O:31])[CH2:7][CH2:6]2)[CH2:3][CH2:2]1.[NH2:32][C:33]1[CH:37]=[CH:36][O:35][N:34]=1. (6) Given the product [F:24][C:21]1[CH:20]=[CH:19][C:18]([CH2:17][O:16][C:12]2[CH:11]=[CH:10][CH:9]=[C:8]3[C:13]=2[C:14]([OH:15])=[C:5]([C:3]([NH:26][C@@H:27]([CH3:28])[C:29]([OH:31])=[O:30])=[O:4])[C:6](=[O:25])[O:7]3)=[CH:23][CH:22]=1, predict the reactants needed to synthesize it. The reactants are: CO[C:3]([C:5]1[C:6](=[O:25])[O:7][C:8]2[C:13]([C:14]=1[OH:15])=[C:12]([O:16][CH2:17][C:18]1[CH:23]=[CH:22][C:21]([F:24])=[CH:20][CH:19]=1)[CH:11]=[CH:10][CH:9]=2)=[O:4].[NH2:26][C@H:27]([C:29]([OH:31])=[O:30])[CH3:28].C[O-].[Na+]. (7) Given the product [C:14]([O-:33])(=[O:32])[CH2:15][CH2:16][CH2:17][CH2:18][CH2:19][CH2:20][CH2:21]/[CH:22]=[CH:23]\[CH2:24][CH2:25][CH2:26][CH2:27][CH2:28][CH2:29][CH2:30][CH3:31].[In+3:5].[C:14]([O-:33])(=[O:32])[CH2:15][CH2:16][CH2:17][CH2:18][CH2:19][CH2:20][CH2:21]/[CH:22]=[CH:23]\[CH2:24][CH2:25][CH2:26][CH2:27][CH2:28][CH2:29][CH2:30][CH3:31].[C:14]([O-:33])(=[O:32])[CH2:15][CH2:16][CH2:17][CH2:18][CH2:19][CH2:20][CH2:21]/[CH:22]=[CH:23]\[CH2:24][CH2:25][CH2:26][CH2:27][CH2:28][CH2:29][CH2:30][CH3:31], predict the reactants needed to synthesize it. The reactants are: C([O-])(=O)C.[In+3:5].C([O-])(=O)C.C([O-])(=O)C.[C:14]([OH:33])(=[O:32])[CH2:15][CH2:16][CH2:17][CH2:18][CH2:19][CH2:20][CH2:21]/[CH:22]=[CH:23]\[CH2:24][CH2:25][CH2:26][CH2:27][CH2:28][CH2:29][CH2:30][CH3:31].